Dataset: Catalyst prediction with 721,799 reactions and 888 catalyst types from USPTO. Task: Predict which catalyst facilitates the given reaction. (1) The catalyst class is: 3. Reactant: [CH3:1][C:2]1([CH3:19])[CH2:18][N:6]2[C:7](=[O:17])[CH:8]=[C:9]([N:11]3[CH2:16][CH2:15][O:14][CH2:13][CH2:12]3)[N:10]=[C:5]2[NH:4][CH2:3]1.[H-].[Na+].CS(O[CH2:27][CH2:28][O:29][CH3:30])(=O)=O. Product: [CH3:30][O:29][CH2:28][CH2:27][N:4]1[C:5]2=[N:10][C:9]([N:11]3[CH2:16][CH2:15][O:14][CH2:13][CH2:12]3)=[CH:8][C:7](=[O:17])[N:6]2[CH2:18][C:2]([CH3:19])([CH3:1])[CH2:3]1. (2) Reactant: [Li+].C[Si]([N-][Si](C)(C)C)(C)C.[CH:11]1([C:14]#[CH:15])[CH2:13][CH2:12]1.[Cl:16][C:17]1[CH:22]=[CH:21][C:20]([NH:23][C:24]([C@@:26]23[C:32]([CH3:34])([CH3:33])[C@@:29]([CH3:35])([CH2:30][CH2:31]2)[C:28](=[O:36])[O:27]3)=[O:25])=[C:19]([C:37](=[O:42])[C:38]([F:41])([F:40])[F:39])[CH:18]=1. The catalyst class is: 1. Product: [Cl:16][C:17]1[CH:22]=[CH:21][C:20]([NH:23][C:24]([C@@:26]23[C:32]([CH3:33])([CH3:34])[C@@:29]([CH3:35])([CH2:30][CH2:31]2)[C:28](=[O:36])[O:27]3)=[O:25])=[C:19]([C@@:37]([OH:42])([C:15]#[C:14][CH:11]2[CH2:13][CH2:12]2)[C:38]([F:39])([F:40])[F:41])[CH:18]=1. (3) Reactant: [Br:1][C:2]1[CH:11]=[C:10]2[C:5]([CH2:6][CH2:7][CH2:8][NH:9]2)=[CH:4][CH:3]=1.C(=O)([O-])[O-].[K+].[K+].[CH2:18](Br)[C:19]1[CH:24]=[CH:23][CH:22]=[CH:21][CH:20]=1. Product: [CH2:18]([N:9]1[C:10]2[C:5](=[CH:4][CH:3]=[C:2]([Br:1])[CH:11]=2)[CH2:6][CH2:7][CH2:8]1)[C:19]1[CH:24]=[CH:23][CH:22]=[CH:21][CH:20]=1. The catalyst class is: 3. (4) Reactant: Cl[C:2]1[O:3][C:4]2[CH:10]=[CH:9][CH:8]=[CH:7][C:5]=2[N:6]=1.[NH2:11][C:12]1[CH:17]=[CH:16][C:15]([CH2:18][C:19]([O:21][CH2:22][CH3:23])=[O:20])=[CH:14][CH:13]=1.O. Product: [O:3]1[C:4]2[CH:10]=[CH:9][CH:8]=[CH:7][C:5]=2[N:6]=[C:2]1[NH:11][C:12]1[CH:13]=[CH:14][C:15]([CH2:18][C:19]([O:21][CH2:22][CH3:23])=[O:20])=[CH:16][CH:17]=1. The catalyst class is: 113.